Dataset: Catalyst prediction with 721,799 reactions and 888 catalyst types from USPTO. Task: Predict which catalyst facilitates the given reaction. (1) Reactant: [C:1]([Br:5])(Br)(Br)[Br:2].C1(P(C2C=CC=CC=2)C2C=CC=CC=2)C=CC=CC=1.[CH2:25]([CH:31]([CH2:35][CH2:36][CH2:37][CH2:38][CH2:39][CH2:40][CH2:41][CH3:42])[CH2:32][CH:33]=O)[CH2:26][CH2:27][CH2:28][CH2:29][CH3:30].O. Product: [Br:2][C:1]([Br:5])=[CH:33][CH2:32][CH:31]([CH2:25][CH2:26][CH2:27][CH2:28][CH2:29][CH3:30])[CH2:35][CH2:36][CH2:37][CH2:38][CH2:39][CH2:40][CH2:41][CH3:42]. The catalyst class is: 4. (2) Reactant: C(=O)([O-])[O-].[K+].[K+].O1CCOCC1.[C:13]([C:15]1[CH:20]=[CH:19][C:18]([C:21]#[C:22][C:23]([C:25]2[N:30]=[C:29]([C:31]([O:33][CH3:34])=[O:32])[CH:28]=[CH:27][CH:26]=2)=[O:24])=[CH:17][CH:16]=1)#[N:14].CC1C=C(C)C=C(C)C=1S([O-])(=O)=O.[NH2:48][N+:49]1[CH:54]=[CH:53][CH:52]=[C:51]([O:55][CH3:56])[CH:50]=1. Product: [C:13]([C:15]1[CH:16]=[CH:17][C:18]([C:21]2[C:22]([C:23]([C:25]3[N:30]=[C:29]([C:31]([O:33][CH3:34])=[O:32])[CH:28]=[CH:27][CH:26]=3)=[O:24])=[C:54]3[CH:53]=[CH:52][C:51]([O:55][CH3:56])=[CH:50][N:49]3[N:48]=2)=[CH:19][CH:20]=1)#[N:14]. The catalyst class is: 13.